This data is from Forward reaction prediction with 1.9M reactions from USPTO patents (1976-2016). The task is: Predict the product of the given reaction. (1) Given the reactants [C:1]([CH:3]1[CH2:8][CH2:7][N:6]([C:9]([N:11]2[CH2:16][CH:15]([C:17]3[CH:22]=[CH:21][C:20]([O:23][C:24]([F:27])([F:26])[F:25])=[CH:19][CH:18]=3)[CH2:14][CH:13]([C:28]([OH:30])=O)[CH2:12]2)=[O:10])[CH2:5][CH2:4]1)#[N:2].O[NH:32][C:33](=[NH:38])[C:34]([CH3:37])([CH3:36])[CH3:35], predict the reaction product. The product is: [C:34]([C:33]1[N:38]=[C:28]([CH:13]2[CH2:14][CH:15]([C:17]3[CH:22]=[CH:21][C:20]([O:23][C:24]([F:25])([F:27])[F:26])=[CH:19][CH:18]=3)[CH2:16][N:11]([C:9]([N:6]3[CH2:5][CH2:4][CH:3]([C:1]#[N:2])[CH2:8][CH2:7]3)=[O:10])[CH2:12]2)[O:30][N:32]=1)([CH3:37])([CH3:36])[CH3:35]. (2) Given the reactants [CH:1]([C:4]1[N:8]2[CH:9]=[C:10]([CH:13]=[O:14])[CH:11]=[CH:12][C:7]2=[N:6][N:5]=1)([CH3:3])[CH3:2].[BH4-].[Na+].C(=O)([O-])[O-].[K+].[K+].[F:23][C:24]1[CH:31]=[C:30]([F:32])[CH:29]=[CH:28][C:25]=1[CH2:26]Br, predict the reaction product. The product is: [F:23][C:24]1[CH:31]=[C:30]([F:32])[CH:29]=[CH:28][C:25]=1[CH2:26][O:14][CH2:13][C:10]1[CH:11]=[CH:12][C:7]2[N:8]([C:4]([CH:1]([CH3:3])[CH3:2])=[N:5][N:6]=2)[CH:9]=1. (3) Given the reactants [CH3:1][C@H:2]1[CH2:11][CH2:10][C:9]2[C:4](=[CH:5][CH:6]=[C:7](B3OC(C)(C)C(C)(C)O3)[C:8]=2[O:12][CH2:13][CH2:14][CH3:15])[N:3]1[C:25](=[O:27])[CH3:26].Br[C:29]1[CH:34]=[CH:33][C:32]([S:35]([CH3:38])(=[O:37])=[O:36])=[CH:31][N:30]=1.C(=O)([O-])[O-].[Cs+].[Cs+], predict the reaction product. The product is: [CH3:1][C@H:2]1[CH2:11][CH2:10][C:9]2[C:4](=[CH:5][CH:6]=[C:7]([C:29]3[CH:34]=[CH:33][C:32]([S:35]([CH3:38])(=[O:37])=[O:36])=[CH:31][N:30]=3)[C:8]=2[O:12][CH2:13][CH2:14][CH3:15])[N:3]1[C:25](=[O:27])[CH3:26].